Dataset: Forward reaction prediction with 1.9M reactions from USPTO patents (1976-2016). Task: Predict the product of the given reaction. (1) Given the reactants [Cl:1][C:2]1[N:7]=[C:6](Cl)[C:5]([N+:9]([O-:11])=[O:10])=[CH:4][N:3]=1.[C:12]([O:16][CH3:17])(=[O:15])[CH2:13][SH:14].C(N(CC)CC)C, predict the reaction product. The product is: [Cl:1][C:2]1[N:7]=[C:6]([S:14][CH2:13][C:12]([O:16][CH3:17])=[O:15])[C:5]([N+:9]([O-:11])=[O:10])=[CH:4][N:3]=1. (2) The product is: [F:1][C:2]1[CH:10]=[C:9]([F:11])[C:8]([I:12])=[CH:7][C:3]=1[C:4]([OH:6])=[O:5]. Given the reactants [F:1][C:2]1[CH:10]=[C:9]([F:11])[CH:8]=[CH:7][C:3]=1[C:4]([OH:6])=[O:5].[I:12]N1C(=O)CCC1=O.C(=O)([O-])[O-].[Na+].[Na+], predict the reaction product. (3) The product is: [F:1][C:2]([F:13])([F:12])[C:3]1[CH:37]=[CH:38][C:33]([O:32][C:28]2[CH:27]=[C:26]([CH:31]=[CH:30][CH:29]=2)[O:25][C:22]2[CH:23]=[CH:24][C:19]([CH2:18][CH2:17][C:16]([OH:15])=[O:45])=[C:20]([CH3:44])[CH:21]=2)=[C:34]([C:35]2[CH:19]=[CH:18][CH:17]=[CH:16][C:36]=2[C:39]([F:41])([F:42])[F:40])[CH:4]=1. Given the reactants [F:1][C:2]([F:13])([F:12])[C:3]1C=CC=C[C:4]=1B(O)O.C[O:15][C:16](=[O:45])[CH2:17][CH2:18][C:19]1[CH:24]=[CH:23][C:22]([O:25][C:26]2[CH:31]=[CH:30][CH:29]=[C:28]([O:32][C:33]3[CH:38]=[CH:37][C:36]([C:39]([F:42])([F:41])[F:40])=[CH:35][C:34]=3Br)[CH:27]=2)=[CH:21][C:20]=1[CH3:44], predict the reaction product.